This data is from CYP3A4 inhibition data for predicting drug metabolism from PubChem BioAssay. The task is: Regression/Classification. Given a drug SMILES string, predict its absorption, distribution, metabolism, or excretion properties. Task type varies by dataset: regression for continuous measurements (e.g., permeability, clearance, half-life) or binary classification for categorical outcomes (e.g., BBB penetration, CYP inhibition). Dataset: cyp3a4_veith. The molecule is CC(=O)c1c(C)[nH]c(C(=O)OCC(=O)N(C)C)c1C. The result is 0 (non-inhibitor).